This data is from Full USPTO retrosynthesis dataset with 1.9M reactions from patents (1976-2016). The task is: Predict the reactants needed to synthesize the given product. (1) Given the product [CH3:3][CH:2]([O:4][C:5]1[CH:10]=[C:9]([C:21]2[CH:51]=[CH:50][C:24]3[N:25]=[C:26]([NH:28][C:29]4[CH:34]=[C:33]([CH2:35][N:36]5[CH2:37][CH2:38][O:39][CH2:40][CH2:41]5)[N:32]=[C:31]([NH:42][C@H:43]5[CH2:44][CH2:45][C@H:46]([OH:49])[CH2:47][CH2:48]5)[N:30]=4)[S:27][C:23]=3[CH:22]=2)[CH:8]=[N:7][CH:6]=1)[CH3:1], predict the reactants needed to synthesize it. The reactants are: [CH3:1][CH:2]([O:4][C:5]1[CH:6]=[N:7][CH:8]=[C:9](B2OC(C)(C)C(C)(C)O2)[CH:10]=1)[CH3:3].Br[C:21]1[CH:51]=[CH:50][C:24]2[N:25]=[C:26]([NH:28][C:29]3[CH:34]=[C:33]([CH2:35][N:36]4[CH2:41][CH2:40][O:39][CH2:38][CH2:37]4)[N:32]=[C:31]([NH:42][C@H:43]4[CH2:48][CH2:47][C@H:46]([OH:49])[CH2:45][CH2:44]4)[N:30]=3)[S:27][C:23]=2[CH:22]=1.C(=O)([O-])[O-].[Cs+].[Cs+]. (2) Given the product [Cl:13][C:10]1[N:9]=[C:8]([NH:14][CH2:15][CH2:16][CH3:17])[C:7]([C:6]#[C:5][CH2:4][CH2:3][CH2:2][NH:1][C:28](=[O:29])[C@@H:26]([N:25]([CH3:31])[C:18](=[O:19])[O:20][C:21]([CH3:22])([CH3:24])[CH3:23])[CH3:27])=[CH:12][N:11]=1, predict the reactants needed to synthesize it. The reactants are: [NH2:1][CH2:2][CH2:3][CH2:4][C:5]#[C:6][C:7]1[C:8]([NH:14][CH2:15][CH2:16][CH3:17])=[N:9][C:10]([Cl:13])=[N:11][CH:12]=1.[C:18]([N:25]([CH3:31])[C@H:26]([C:28](O)=[O:29])[CH3:27])([O:20][C:21]([CH3:24])([CH3:23])[CH3:22])=[O:19].Cl.C(N=C=NCCCN(C)C)C.C(N(CC)C(C)C)(C)C.C(=O)([O-])[O-].[Na+].[Na+]. (3) Given the product [OH:17][CH:13]([C:2]1[CH:11]=[CH:10][C:5]([C:6]([O:8][CH3:9])=[O:7])=[CH:4][C:3]=1[CH3:12])[CH2:14][CH2:15][CH3:16], predict the reactants needed to synthesize it. The reactants are: I[C:2]1[CH:11]=[CH:10][C:5]([C:6]([O:8][CH3:9])=[O:7])=[CH:4][C:3]=1[CH3:12].[CH:13](=[O:17])[CH2:14][CH2:15][CH3:16]. (4) Given the product [C:33]([O:32][C:30]([NH:29][CH2:28][CH2:27][N:9]1[C:8]2[CH:37]=[CH:38][C:5]([C:3]([OH:4])=[O:2])=[CH:6][C:7]=2[N:11]=[C:10]1[NH:12][C:13]1[S:14][C:15]2[CH:21]=[C:20]([O:22][C:23]([F:24])([F:25])[F:26])[CH:19]=[CH:18][C:16]=2[N:17]=1)=[O:31])([CH3:36])([CH3:34])[CH3:35], predict the reactants needed to synthesize it. The reactants are: C[O:2][C:3]([C:5]1[CH:38]=[CH:37][C:8]2[N:9]([CH2:27][CH2:28][NH:29][C:30]([O:32][C:33]([CH3:36])([CH3:35])[CH3:34])=[O:31])[C:10]([NH:12][C:13]3[S:14][C:15]4[CH:21]=[C:20]([O:22][C:23]([F:26])([F:25])[F:24])[CH:19]=[CH:18][C:16]=4[N:17]=3)=[N:11][C:7]=2[CH:6]=1)=[O:4].[OH-].[Na+].CO. (5) Given the product [CH3:1][O:2][C:3]1[CH:8]=[CH:7][C:6]([C:9]([NH:24][C:25]2[O:26][C:27]([CH3:43])([CH3:42])[C:28]([F:41])([F:40])[C@:29]([C:32]3[CH:37]=[C:36]([C:46]4[C:45]([Cl:44])=[CH:50][CH:49]=[C:48]([C:51]#[N:52])[CH:47]=4)[CH:35]=[CH:34][C:33]=3[F:39])([CH3:31])[N:30]=2)([C:16]2[CH:21]=[CH:20][C:19]([O:22][CH3:23])=[CH:18][CH:17]=2)[C:10]2[CH:15]=[CH:14][CH:13]=[CH:12][CH:11]=2)=[CH:5][CH:4]=1, predict the reactants needed to synthesize it. The reactants are: [CH3:1][O:2][C:3]1[CH:8]=[CH:7][C:6]([C:9]([NH:24][C:25]2[O:26][C:27]([CH3:43])([CH3:42])[C:28]([F:41])([F:40])[C@:29]([C:32]3[CH:37]=[C:36](Br)[CH:35]=[CH:34][C:33]=3[F:39])([CH3:31])[N:30]=2)([C:16]2[CH:21]=[CH:20][C:19]([O:22][CH3:23])=[CH:18][CH:17]=2)[C:10]2[CH:15]=[CH:14][CH:13]=[CH:12][CH:11]=2)=[CH:5][CH:4]=1.[Cl:44][C:45]1[CH:50]=[CH:49][C:48]([C:51]#[N:52])=[CH:47][C:46]=1B(O)O. (6) The reactants are: P(OCC)(OCC)(OCC)=O.O=P12OP3(OP(OP(O3)(O1)=O)(=O)O2)=O.[CH:26]([C:28]1[CH:35]=[CH:34][C:31]([C:32]#[N:33])=[CH:30][C:29]=1[S:36][CH3:37])=O.[F:38][C:39]([F:51])([F:50])[C:40]1[CH:41]=[C:42]([NH:46][C:47]([NH2:49])=[O:48])[CH:43]=[CH:44][CH:45]=1.[C:52]([O:58][CH2:59][CH:60]=[CH2:61])(=[O:57])[CH2:53][C:54]([CH3:56])=O. Given the product [C:32]([C:31]1[CH:34]=[CH:35][C:28]([CH:26]2[C:53]([C:52]([O:58][CH2:59][CH:60]=[CH2:61])=[O:57])=[C:54]([CH3:56])[N:46]([C:42]3[CH:43]=[CH:44][CH:45]=[C:40]([C:39]([F:50])([F:51])[F:38])[CH:41]=3)[C:47](=[O:48])[NH:49]2)=[C:29]([S:36][CH3:37])[CH:30]=1)#[N:33], predict the reactants needed to synthesize it.